This data is from Full USPTO retrosynthesis dataset with 1.9M reactions from patents (1976-2016). The task is: Predict the reactants needed to synthesize the given product. (1) Given the product [F:11][CH2:12][CH:13]([OH:14])[CH2:15][O:1][C:2]1[CH:6]=[C:5]([C:7]([O:9][CH3:10])=[O:8])[O:4][N:3]=1, predict the reactants needed to synthesize it. The reactants are: [OH:1][C:2]1[CH:6]=[C:5]([C:7]([O:9][CH3:10])=[O:8])[O:4][N:3]=1.[F:11][CH2:12][CH:13]1[CH2:15][O:14]1.C(=O)([O-])[O-].[K+].[K+].CN(C=O)C. (2) Given the product [C:29]([C:33]1[CH:34]=[CH:35][C:36]([CH2:37][NH:11][C:12](=[O:28])[CH2:13][N:14]2[C:18]3[C:19]([C:23]([O:25][CH2:26][CH3:27])=[O:24])=[CH:20][CH:21]=[CH:22][C:17]=3[N:16]=[CH:15]2)=[CH:54][CH:55]=1)([CH3:32])([CH3:30])[CH3:31], predict the reactants needed to synthesize it. The reactants are: COC1C=C([NH:11][C:12](=[O:28])[CH2:13][N:14]2[C:18]3[C:19]([C:23]([O:25][CH2:26][CH3:27])=[O:24])=[CH:20][CH:21]=[CH:22][C:17]=3[N:16]=[CH:15]2)C=C(OC)C=1.[C:29]([C:33]1[CH:55]=[CH:54][C:36]([CH2:37]NC(=O)CN2C3C(C(O)=O)=CC=CC=3N=C2)=[CH:35][CH:34]=1)([CH3:32])([CH3:31])[CH3:30]. (3) The reactants are: [C:1]([C:5]1[N:10]=[CH:9][C:8]([CH:11]([NH2:13])[CH3:12])=[CH:7][CH:6]=1)([CH3:4])([CH3:3])[CH3:2].C(C1C=CC(C#N)=C([Cl:26])N=1)(C)(C)C.C[Mg+].[Br-].[BH4-].[Na+]. Given the product [C:1]([C:5]1[N:10]=[C:9]([Cl:26])[C:8]([CH:11]([NH2:13])[CH3:12])=[CH:7][CH:6]=1)([CH3:4])([CH3:2])[CH3:3], predict the reactants needed to synthesize it.